From a dataset of Full USPTO retrosynthesis dataset with 1.9M reactions from patents (1976-2016). Predict the reactants needed to synthesize the given product. (1) Given the product [CH3:1][O:2][C:3]([C:5]1[CH:13]=[C:12]2[C:8]([C:9]([CH:47]3[CH2:52][CH2:51][CH2:50][CH2:49][CH2:48]3)=[C:10]([C:22]3[CH:23]=[C:24]4[C:29](=[CH:30][CH:31]=3)[N:28]=[C:27]([C:32]3[CH:37]=[C:36]([O:38][CH3:39])[CH:35]=[CH:34][C:33]=3[C:40]3[CH:41]=[CH:42][C:43]([Cl:46])=[CH:44][CH:45]=3)[CH:26]=[CH:25]4)[N:11]2[CH2:14][C:15]([OH:17])=[O:16])=[CH:7][CH:6]=1)=[O:4], predict the reactants needed to synthesize it. The reactants are: [CH3:1][O:2][C:3]([C:5]1[CH:13]=[C:12]2[C:8]([C:9]([CH:47]3[CH2:52][CH2:51][CH2:50][CH2:49][CH2:48]3)=[C:10]([C:22]3[CH:23]=[C:24]4[C:29](=[CH:30][CH:31]=3)[N:28]=[C:27]([C:32]3[CH:37]=[C:36]([O:38][CH3:39])[CH:35]=[CH:34][C:33]=3[C:40]3[CH:45]=[CH:44][C:43]([Cl:46])=[CH:42][CH:41]=3)[CH:26]=[CH:25]4)[N:11]2[CH2:14][C:15]([O:17]C(C)(C)C)=[O:16])=[CH:7][CH:6]=1)=[O:4]. (2) Given the product [OH:9][CH2:8][C:5]1[CH:6]=[CH:7][C:2]([S:1][C:11]2[CH:12]=[N:13][CH:14]=[C:15]([CH:18]=2)[C:16]#[N:17])=[CH:3][CH:4]=1, predict the reactants needed to synthesize it. The reactants are: [SH:1][C:2]1[CH:7]=[CH:6][C:5]([CH2:8][OH:9])=[CH:4][CH:3]=1.Br[C:11]1[CH:12]=[N:13][CH:14]=[C:15]([CH:18]=1)[C:16]#[N:17].